Dataset: Forward reaction prediction with 1.9M reactions from USPTO patents (1976-2016). Task: Predict the product of the given reaction. (1) Given the reactants [F:1][C:2]1[CH:7]=[CH:6][C:5]([C:8]2[N:9]=[CH:10][NH:11][CH:12]=2)=[CH:4][C:3]=1[CH3:13].[Br:14]N1C(=O)CCC1=O, predict the reaction product. The product is: [Br:14][C:12]1[NH:11][CH:10]=[N:9][C:8]=1[C:5]1[CH:6]=[CH:7][C:2]([F:1])=[C:3]([CH3:13])[CH:4]=1. (2) Given the reactants C[CH:2]([CH2:6][CH2:7][CH2:8][CH2:9][C@@H:10]([NH:23][C:24](=[O:44])[C@H:25]([CH2:34][C:35]1[C:40]([CH3:41])=[CH:39][C:38]([OH:42])=[CH:37][C:36]=1[CH3:43])[NH:26][C:27]([O:29][C:30]([CH3:33])([CH3:32])[CH3:31])=[O:28])[C:11](=[O:22])[NH:12][CH2:13][CH2:14][CH2:15][C:16]1[CH:21]=[CH:20][CH:19]=[CH:18][CH:17]=1)[C:3]([OH:5])=[O:4].[OH-].[Li+].O, predict the reaction product. The product is: [C:30]([O:29][C:27]([NH:26][C@H:25]([C:24]([NH:23][C@@H:10]([C:11](=[O:22])[NH:12][CH2:13][CH2:14][CH2:15][C:16]1[CH:21]=[CH:20][CH:19]=[CH:18][CH:17]=1)[CH2:9][CH2:8][CH2:7][CH2:6][CH2:2][C:3]([OH:5])=[O:4])=[O:44])[CH2:34][C:35]1[C:40]([CH3:41])=[CH:39][C:38]([OH:42])=[CH:37][C:36]=1[CH3:43])=[O:28])([CH3:33])([CH3:31])[CH3:32]. (3) Given the reactants C(OC(=O)[NH:7][CH2:8][CH2:9][NH:10][C:11]1[C:12]2[C:20]3[CH2:21][CH2:22][CH2:23][CH2:24][C:19]=3[S:18][C:13]=2[N:14]=[C:15](Cl)[N:16]=1)(C)(C)C.[NH:26]1[CH:30]=[C:29](B(O)O)[CH:28]=[N:27]1.C([O-])([O-])=O.[Na+].[Na+], predict the reaction product. The product is: [NH:26]1[CH:30]=[C:29]([C:15]2[N:16]=[C:11]([NH:10][CH2:9][CH2:8][NH2:7])[C:12]3[C:20]4[CH2:21][CH2:22][CH2:23][CH2:24][C:19]=4[S:18][C:13]=3[N:14]=2)[CH:28]=[N:27]1. (4) Given the reactants [C:1]([O:6][CH2:7][CH2:8][N:9]([CH2:12]C)[CH2:10][CH3:11])(=[O:5])[C:2]([CH3:4])=[CH2:3].[C:14]1([CH3:25])[CH:19]=[CH:18][C:17]([S:20]([O:23]C)(=[O:22])=[O:21])=[CH:16][CH:15]=1, predict the reaction product. The product is: [C:14]1([CH3:25])[CH:15]=[CH:16][C:17]([S:20]([O-:23])(=[O:21])=[O:22])=[CH:18][CH:19]=1.[CH2:7]([O:6][C:1](=[O:5])[C:2]([CH3:4])=[CH2:3])[CH3:8].[CH2:8]([NH+:9]([CH2:10][CH3:11])[CH3:12])[CH3:7]. (5) Given the reactants [CH2:1]([C:5]1[CH:10]=[CH:9][C:8]([C:11]#[C:12][C:13]2[CH:18]=[CH:17][C:16]([S:19]([N:22]([CH2:29][C:30]3[CH:31]=[CH:32][C:33]([F:40])=[C:34]([CH:39]=3)[C:35]([O:37]C)=[O:36])[CH2:23][CH2:24][CH2:25][CH2:26][CH2:27][CH3:28])(=[O:21])=[O:20])=[CH:15][CH:14]=2)=[CH:7][CH:6]=1)[CH2:2][CH2:3][CH3:4].O.[OH-].[Li+].O.Cl, predict the reaction product. The product is: [CH2:1]([C:5]1[CH:6]=[CH:7][C:8]([C:11]#[C:12][C:13]2[CH:14]=[CH:15][C:16]([S:19]([N:22]([CH2:29][C:30]3[CH:31]=[CH:32][C:33]([F:40])=[C:34]([CH:39]=3)[C:35]([OH:37])=[O:36])[CH2:23][CH2:24][CH2:25][CH2:26][CH2:27][CH3:28])(=[O:20])=[O:21])=[CH:17][CH:18]=2)=[CH:9][CH:10]=1)[CH2:2][CH2:3][CH3:4]. (6) The product is: [F:13][C:12]([F:15])([F:14])[C:4]1[CH:3]=[C:2]([C:21]2[CH:22]=[CH:23][C:18]([C:17]([F:28])([F:27])[F:16])=[CH:19][CH:20]=2)[C:10]2[NH:9][C:8](=[O:11])[NH:7][C:6]=2[CH:5]=1. Given the reactants Br[C:2]1[C:10]2[NH:9][C:8](=[O:11])[NH:7][C:6]=2[CH:5]=[C:4]([C:12]([F:15])([F:14])[F:13])[CH:3]=1.[F:16][C:17]([F:28])([F:27])[C:18]1[CH:23]=[CH:22][C:21](B(O)O)=[CH:20][CH:19]=1, predict the reaction product. (7) Given the reactants C[O:2][C:3](=O)[CH:4]=[CH:5][C:6]1[CH:11]=[CH:10][C:9]([C:12]2[CH:17]=[CH:16][C:15]([CH:18]=[CH:19][C:20](OC)=[O:21])=[CH:14][C:13]=2[C:24]([F:27])([F:26])[F:25])=[C:8]([C:28]([F:31])([F:30])[F:29])[CH:7]=1.[BH4-].[Na+], predict the reaction product. The product is: [OH:21][CH2:20][CH2:19][CH2:18][C:15]1[CH:16]=[CH:17][C:12]([C:9]2[CH:10]=[CH:11][C:6]([CH2:5][CH2:4][CH2:3][OH:2])=[CH:7][C:8]=2[C:28]([F:29])([F:30])[F:31])=[C:13]([C:24]([F:25])([F:26])[F:27])[CH:14]=1.